This data is from Catalyst prediction with 721,799 reactions and 888 catalyst types from USPTO. The task is: Predict which catalyst facilitates the given reaction. (1) Reactant: [CH3:1][O:2][C:3](=[O:21])[CH2:4][C:5]1[CH:10]=[CH:9][C:8]([O:11][CH3:12])=[C:7]([C:13]2[C:18]([CH2:19][NH2:20])=[CH:17][CH:16]=[CH:15][N:14]=2)[CH:6]=1.C(N(CC)CC)C.Cl[C:30]([O:32][CH2:33][C:34]1[CH:39]=[CH:38][CH:37]=[CH:36][CH:35]=1)=[O:31]. Product: [CH3:1][O:2][C:3](=[O:21])[CH2:4][C:5]1[CH:10]=[CH:9][C:8]([O:11][CH3:12])=[C:7]([C:13]2[C:18]([CH2:19][NH:20][C:30]([O:32][CH2:33][C:34]3[CH:39]=[CH:38][CH:37]=[CH:36][CH:35]=3)=[O:31])=[CH:17][CH:16]=[CH:15][N:14]=2)[CH:6]=1. The catalyst class is: 2. (2) Reactant: [CH3:1][S:2]([O:5]S(C)(=O)=O)(=O)=[O:3].C(N(CC)CC)C.[NH:17]1[CH2:22][CH2:21][CH:20]([NH:23][C:24](=[O:52])[C:25]2[CH:30]=[CH:29][C:28]([C:31]3([C:38]4[CH:43]=[CH:42][C:41]([O:44][CH2:45][C:46]5[CH:51]=[CH:50][CH:49]=[CH:48][N:47]=5)=[CH:40][CH:39]=4)[CH2:36][CH:35]4[CH2:37][CH:32]3[CH2:33][CH2:34]4)=[CH:27][CH:26]=2)[CH2:19][CH2:18]1. Product: [CH3:1][S:2]([N:17]1[CH2:18][CH2:19][CH:20]([NH:23][C:24](=[O:52])[C:25]2[CH:26]=[CH:27][C:28]([C:31]3([C:38]4[CH:43]=[CH:42][C:41]([O:44][CH2:45][C:46]5[CH:51]=[CH:50][CH:49]=[CH:48][N:47]=5)=[CH:40][CH:39]=4)[CH2:36][CH:35]4[CH2:37][CH:32]3[CH2:33][CH2:34]4)=[CH:29][CH:30]=2)[CH2:21][CH2:22]1)(=[O:5])=[O:3]. The catalyst class is: 2.